This data is from Forward reaction prediction with 1.9M reactions from USPTO patents (1976-2016). The task is: Predict the product of the given reaction. (1) Given the reactants [NH3:1].Br[CH2:3][C:4]1[C:9]([CH3:10])=[C:8]([O:11][CH3:12])[CH:7]=[CH:6][C:5]=1[O:13][CH3:14], predict the reaction product. The product is: [CH3:12][O:11][C:8]1[C:9]([CH3:10])=[C:4]([CH2:3][NH2:1])[C:5]([O:13][CH3:14])=[CH:6][CH:7]=1. (2) Given the reactants [C:1]([OH:9])(=[O:8])[C:2]1[CH:7]=[CH:6][CH:5]=[CH:4][CH:3]=1.[CH3:10][C:11]([OH:16])([CH2:13][CH2:14]O)[CH3:12].C1(N=C=NC2CCCCC2)CCCCC1, predict the reaction product. The product is: [C:1]([O:9][CH2:14][CH2:13][C:11]([CH3:12])([OH:16])[CH3:10])(=[O:8])[C:2]1[CH:7]=[CH:6][CH:5]=[CH:4][CH:3]=1. (3) Given the reactants [F:1][C:2]1[CH:3]=[C:4]([C:9]2[CH:14]=[CH:13][CH:12]=[CH:11][CH:10]=2)[CH:5]=[C:6]([F:8])[CH:7]=1.[Li]N1C(C)(C)CCCC1(C)C.[Li]CCCC.CC1CCCN(C)C1(C)C.[C:41](=[O:43])=[O:42].[OH-].[Na+], predict the reaction product. The product is: [F:1][C:2]1[CH:3]=[C:4]([C:9]2[CH:14]=[CH:13][CH:12]=[CH:11][CH:10]=2)[CH:5]=[C:6]([F:8])[C:7]=1[C:41]([OH:43])=[O:42]. (4) Given the reactants [CH3:1][Si:2]([CH3:32])([CH3:31])[CH2:3][CH2:4][O:5][C:6](=[O:30])[C@H:7]([CH2:26][CH2:27][S:28][CH3:29])[NH:8][C:9](=[O:25])[C:10]1[CH:15]=[CH:14][C:13]([N+:16]([O-])=O)=[CH:12][C:11]=1[C:19]1[CH:24]=[CH:23][CH:22]=[CH:21][CH:20]=1.C([O-])=O.[NH4+], predict the reaction product. The product is: [CH3:32][Si:2]([CH3:1])([CH3:31])[CH2:3][CH2:4][O:5][C:6](=[O:30])[C@H:7]([CH2:26][CH2:27][S:28][CH3:29])[NH:8][C:9](=[O:25])[C:10]1[CH:15]=[CH:14][C:13]([NH2:16])=[CH:12][C:11]=1[C:19]1[CH:24]=[CH:23][CH:22]=[CH:21][CH:20]=1. (5) Given the reactants [OH-].[Na+].C[O:4][C:5]([C:7]1[CH:11]=[C:10]([Br:12])[N:9]([CH:13]([CH3:15])[CH3:14])[C:8]=1[CH:16]([NH:24][C:25]1[CH:30]=[CH:29][C:28]([F:31])=[C:27]([Cl:32])[CH:26]=1)[C:17]1[CH:22]=[CH:21][C:20]([Cl:23])=[CH:19][CH:18]=1)=[O:6], predict the reaction product. The product is: [Br:12][C:10]1[N:9]([CH:13]([CH3:15])[CH3:14])[C:8]([CH:16]([NH:24][C:25]2[CH:30]=[CH:29][C:28]([F:31])=[C:27]([Cl:32])[CH:26]=2)[C:17]2[CH:22]=[CH:21][C:20]([Cl:23])=[CH:19][CH:18]=2)=[C:7]([C:5]([OH:6])=[O:4])[CH:11]=1. (6) Given the reactants C1C=C[NH+]=CC=1.[O-][Cr](Cl)(=O)=O.[OH:12][CH:13]([C:24]1[CH:29]=[CH:28][CH:27]=[C:26]([OH:30])[CH:25]=1)[CH2:14][CH2:15][NH:16][C:17](=[O:23])[O:18][C:19]([CH3:22])([CH3:21])[CH3:20], predict the reaction product. The product is: [OH:30][C:26]1[CH:25]=[C:24]([C:13](=[O:12])[CH2:14][CH2:15][NH:16][C:17](=[O:23])[O:18][C:19]([CH3:20])([CH3:21])[CH3:22])[CH:29]=[CH:28][CH:27]=1. (7) Given the reactants [CH2:1]([O:3][C:4]([C:6]1[C:10]2[N:11]=[CH:12][N:13]=[C:14](Cl)[C:9]=2[NH:8][CH:7]=1)=[O:5])[CH3:2].[CH:16]1([CH2:19][O:20][C:21]2[CH:26]=[CH:25][C:24]([F:27])=[CH:23][C:22]=2B2OC(C)(C)C(C)(C)O2)[CH2:18][CH2:17]1, predict the reaction product. The product is: [CH2:1]([O:3][C:4]([C:6]1[C:10]2[N:11]=[CH:12][N:13]=[C:14]([C:26]3[CH:25]=[C:24]([F:27])[CH:23]=[CH:22][C:21]=3[O:20][CH2:19][CH:16]3[CH2:17][CH2:18]3)[C:9]=2[NH:8][CH:7]=1)=[O:5])[CH3:2].